Task: Predict the product of the given reaction.. Dataset: Forward reaction prediction with 1.9M reactions from USPTO patents (1976-2016) (1) Given the reactants [CH3:1][N:2]1[CH:6]=[C:5]([C:7]2[CH:8]=[C:9]3[C:14](=[CH:15][N:16]=2)[NH:13][CH2:12][CH2:11][CH2:10]3)[CH:4]=[N:3]1.Br[C:18]1[C:22]2[CH2:23][N:24]([C:27](=[O:29])[CH3:28])[CH2:25][CH2:26][C:21]=2[N:20]([CH:30]2[CH2:35][CH2:34][O:33][CH2:32][CH2:31]2)[N:19]=1.C(O[Na])(C)(C)C, predict the reaction product. The product is: [CH3:1][N:2]1[CH:6]=[C:5]([C:7]2[CH:8]=[C:9]3[C:14](=[CH:15][N:16]=2)[N:13]([C:18]2[C:22]4[CH2:23][N:24]([C:27](=[O:29])[CH3:28])[CH2:25][CH2:26][C:21]=4[N:20]([CH:30]4[CH2:35][CH2:34][O:33][CH2:32][CH2:31]4)[N:19]=2)[CH2:12][CH2:11][CH2:10]3)[CH:4]=[N:3]1. (2) The product is: [ClH:1].[NH:12]1[C:13]2[CH:18]=[CH:17][CH:16]=[CH:15][C:14]=2[N:19]=[C:11]1[NH:10][CH2:9][C:3]1[C:2]([Cl:1])=[CH:7][CH:6]=[CH:5][C:4]=1[Cl:8]. Given the reactants [Cl:1][C:2]1[CH:7]=[CH:6][CH:5]=[C:4]([Cl:8])[C:3]=1[CH2:9][NH:10][C:11]#[N:12].[C:13]1(N)[CH:18]=[CH:17][CH:16]=[CH:15][C:14]=1[NH2:19], predict the reaction product. (3) Given the reactants [Cl:1][C:2]1[S:3][C:4]([Cl:31])=[C:5]([C:22](=[O:30])[C:23]2[CH:28]=[CH:27][CH:26]=[C:25]([Cl:29])[CH:24]=2)[C:6]=1[C:7]([NH:9][C@H:10]([C:12]1[CH:21]=[CH:20][C:15]([C:16]([O:18]C)=[O:17])=[CH:14][CH:13]=1)[CH3:11])=[O:8].Cl, predict the reaction product. The product is: [Cl:1][C:2]1[S:3][C:4]([Cl:31])=[C:5]([C:22](=[O:30])[C:23]2[CH:28]=[CH:27][CH:26]=[C:25]([Cl:29])[CH:24]=2)[C:6]=1[C:7]([NH:9][C@H:10]([C:12]1[CH:13]=[CH:14][C:15]([C:16]([OH:18])=[O:17])=[CH:20][CH:21]=1)[CH3:11])=[O:8].